From a dataset of Full USPTO retrosynthesis dataset with 1.9M reactions from patents (1976-2016). Predict the reactants needed to synthesize the given product. (1) Given the product [NH:1]([C:6]([O:8][C:9]([CH3:12])([CH3:11])[CH3:10])=[O:7])[CH2:2][C:3]([OH:5])=[O:4].[CH3:50][O:51][N-:52][CH3:53], predict the reactants needed to synthesize it. The reactants are: [NH:1]([C:6]([O:8][C:9]([CH3:12])([CH3:11])[CH3:10])=[O:7])[CH2:2][C:3]([OH:5])=[O:4].F[P-](F)(F)(F)(F)F.N1(O[P+](N(C)C)(N(C)C)N(C)C)C2C=CC=CC=2N=N1.CCN(C(C)C)C(C)C.Cl.[CH3:50][O:51][NH:52][CH3:53]. (2) Given the product [CH3:13][O:14][C:15]1[CH:16]=[CH:17][C:18]([S:21]([NH:1][CH2:2][CH2:3][N:4]([CH3:12])[C:5](=[O:11])[O:6][C:7]([CH3:8])([CH3:9])[CH3:10])(=[O:23])=[O:22])=[CH:19][CH:20]=1, predict the reactants needed to synthesize it. The reactants are: [NH2:1][CH2:2][CH2:3][N:4]([CH3:12])[C:5](=[O:11])[O:6][C:7]([CH3:10])([CH3:9])[CH3:8].[CH3:13][O:14][C:15]1[CH:20]=[CH:19][C:18]([S:21](Cl)(=[O:23])=[O:22])=[CH:17][CH:16]=1.C(N(CC)CC)C. (3) The reactants are: [CH2:1]([O:3][C:4]1[CH:25]=[CH:24][CH:23]=[CH:22][C:5]=1[O:6][C@@H:7]1[CH2:12][CH2:11][CH2:10][N:9]([C:13]2[N:18]=[CH:17][C:16]([C:19](O)=[O:20])=[CH:15][N:14]=2)[CH2:8]1)[CH3:2].Cl.[NH2:27][CH2:28][C:29]1[CH:30]=[C:31]([CH:36]=[CH:37][C:38]=1[F:39])[C:32]([O:34]C)=[O:33].CN(C(ON1N=NC2C=CC=NC1=2)=[N+](C)C)C.F[P-](F)(F)(F)(F)F.[Li+].[OH-]. Given the product [CH2:1]([O:3][C:4]1[CH:25]=[CH:24][CH:23]=[CH:22][C:5]=1[O:6][C@@H:7]1[CH2:12][CH2:11][CH2:10][N:9]([C:13]2[N:18]=[CH:17][C:16]([C:19]([NH:27][CH2:28][C:29]3[CH:30]=[C:31]([CH:36]=[CH:37][C:38]=3[F:39])[C:32]([OH:34])=[O:33])=[O:20])=[CH:15][N:14]=2)[CH2:8]1)[CH3:2], predict the reactants needed to synthesize it.